This data is from Forward reaction prediction with 1.9M reactions from USPTO patents (1976-2016). The task is: Predict the product of the given reaction. (1) The product is: [CH:1]1([CH2:6][CH:7]([C:18]2[NH:30][C:21]3=[N:22][CH:23]=[C:24]([CH2:26][C:27]([N:33]([CH3:34])[CH3:32])=[O:29])[CH:25]=[C:20]3[CH:19]=2)[C:8]2[CH:9]=[CH:10][C:11]([S:14]([CH3:17])(=[O:15])=[O:16])=[CH:12][CH:13]=2)[CH2:5][CH2:4][CH2:3][CH2:2]1. Given the reactants [CH:1]1([CH2:6][CH:7]([C:18]2[NH:30][C:21]3=[N:22][CH:23]=[C:24]([CH2:26][C:27]([OH:29])=O)[CH:25]=[C:20]3[CH:19]=2)[C:8]2[CH:13]=[CH:12][C:11]([S:14]([CH3:17])(=[O:16])=[O:15])=[CH:10][CH:9]=2)[CH2:5][CH2:4][CH2:3][CH2:2]1.Cl.[CH3:32][NH:33][CH3:34].CN1CCOCC1.O.ON1C2C=CC=CC=2N=N1.Cl.CN(C)CCCN=C=NCC, predict the reaction product. (2) Given the reactants C(N(CC)CC)C.Br[C:9]1[CH:14]=[CH:13][CH:12]=[C:11]([CH2:15][F:16])[N:10]=1.[C:17]1(P([C:17]2[CH:18]=CC=[CH:21][CH:22]=2)[C:17]2[CH:18]=CC=[CH:21][CH:22]=2)[CH:22]=[CH:21]C=C[CH:18]=1.[CH3:36][N:37]1[C:41]2[CH:42]=[CH:43][CH:44]=[CH:45][C:40]=2[N:39]=[CH:38]1, predict the reaction product. The product is: [F:16][CH2:15][C:11]1[N:10]=[C:9]([C:18]#[C:17][CH2:22][CH2:21][C:38]2[N:37]([CH3:36])[C:41]3[CH:42]=[CH:43][CH:44]=[CH:45][C:40]=3[N:39]=2)[CH:14]=[CH:13][CH:12]=1. (3) Given the reactants [C:1](Cl)(=[O:4])[CH:2]=[CH2:3].[CH3:6][C:7]1[CH:12]2[C:13]([CH3:15])([CH3:14])[CH:10]([CH2:11]2)[CH2:9][CH:8]=1, predict the reaction product. The product is: [C:13]([C:10]12[CH2:11][CH:12]([C:7]([CH3:6])=[CH:8][CH2:9]1)[C:1](=[O:4])[CH2:2][CH2:3]2)([CH3:15])=[CH2:14]. (4) Given the reactants [NH2:1][CH2:2][C@H:3]1[N:8]([C:9]([C:11]2[N:12]=[C:13]([CH3:23])[S:14][C:15]=2[C:16]2[CH:17]=[C:18]([CH3:22])[CH:19]=[CH:20][CH:21]=2)=[O:10])[CH2:7][C@H:6]2[C@@H:4]1[CH2:5]2.[O:24]1[C:29]2[C:30]([C:34](O)=[O:35])=[CH:31][CH:32]=[CH:33][C:28]=2[NH:27][CH2:26][CH2:25]1, predict the reaction product. The product is: [CH3:23][C:13]1[S:14][C:15]([C:16]2[CH:17]=[C:18]([CH3:22])[CH:19]=[CH:20][CH:21]=2)=[C:11]([C:9]([N:8]2[CH2:7][C@H:6]3[C@H:4]([CH2:5]3)[C@H:3]2[CH2:2][NH:1][C:34]([C:30]2[C:29]3[O:24][CH2:25][CH2:26][NH:27][C:28]=3[CH:33]=[CH:32][CH:31]=2)=[O:35])=[O:10])[N:12]=1. (5) Given the reactants [CH2:1]([O:8][C:9]1[CH:14]=[CH:13][C:12]([C:15](=[O:17])[CH3:16])=[CH:11][CH:10]=1)[C:2]1[CH:7]=[CH:6][CH:5]=[CH:4][CH:3]=1.C[Si]([C:22]#[N:23])(C)C.[H-].[Al+3].[Li+].[H-].[H-].[H-].[OH-].[Na+], predict the reaction product. The product is: [NH2:23][CH2:22][C:15]([C:12]1[CH:13]=[CH:14][C:9]([O:8][CH2:1][C:2]2[CH:7]=[CH:6][CH:5]=[CH:4][CH:3]=2)=[CH:10][CH:11]=1)([OH:17])[CH3:16]. (6) The product is: [Si:18]([O:25][CH2:26][C@H:27]1[CH2:28][CH2:29][CH2:30][CH2:31][C@H:32]1[O:1][C:2]1[CH:14]=[CH:13][C:5]2[C:6]([C:9]([F:12])([F:11])[F:10])=[N:7][O:8][C:4]=2[C:3]=1[CH2:15][CH2:16][CH3:17])([C:21]([CH3:24])([CH3:23])[CH3:22])([CH3:20])[CH3:19]. Given the reactants [OH:1][C:2]1[CH:14]=[CH:13][C:5]2[C:6]([C:9]([F:12])([F:11])[F:10])=[N:7][O:8][C:4]=2[C:3]=1[CH2:15][CH2:16][CH3:17].[Si:18]([O:25][CH2:26][CH:27]1[CH2:32][CH2:31][CH2:30][CH2:29][CH:28]1O)([C:21]([CH3:24])([CH3:23])[CH3:22])([CH3:20])[CH3:19].C1(P(C2C=CC=CC=2)C2C=CC=CC=2)C=CC=CC=1.CC(OC(/N=N/C(OC(C)C)=O)=O)C, predict the reaction product. (7) Given the reactants [N+:1]([C:4]1[CH:9]=[CH:8][C:7]([C:10]([N:12]2[CH2:17][CH2:16][N:15]([CH2:18][CH3:19])[CH2:14][CH2:13]2)=[O:11])=[C:6]([CH3:20])[CH:5]=1)([O-])=O, predict the reaction product. The product is: [NH2:1][C:4]1[CH:9]=[CH:8][C:7]([C:10]([N:12]2[CH2:17][CH2:16][N:15]([CH2:18][CH3:19])[CH2:14][CH2:13]2)=[O:11])=[C:6]([CH3:20])[CH:5]=1.